Task: Predict the product of the given reaction.. Dataset: Forward reaction prediction with 1.9M reactions from USPTO patents (1976-2016) (1) Given the reactants [F:1][C:2]1[CH:33]=[CH:32][C:5]([CH2:6][C:7]2[C:8]3[CH2:31][S:30][CH2:29][CH2:28][C:9]=3[N:10]=[C:11]([NH:13][C:14]3[CH:19]=[CH:18][C:17]([N:20]4[CH:24]=[C:23]([CH3:25])[N:22]=[CH:21]4)=[C:16]([O:26][CH3:27])[CH:15]=3)[N:12]=2)=[CH:4][CH:3]=1.ClC1C=CC=C(C(OO)=[O:42])C=1.C([O-])(O)=O.[Na+].O, predict the reaction product. The product is: [F:1][C:2]1[CH:3]=[CH:4][C:5]([CH2:6][C:7]2[C:8]3[CH2:31][S:30](=[O:42])[CH2:29][CH2:28][C:9]=3[N:10]=[C:11]([NH:13][C:14]3[CH:19]=[CH:18][C:17]([N:20]4[CH:24]=[C:23]([CH3:25])[N:22]=[CH:21]4)=[C:16]([O:26][CH3:27])[CH:15]=3)[N:12]=2)=[CH:32][CH:33]=1. (2) Given the reactants [CH2:1]([C:3]1[CH:4]=[C:5]([CH:9]=[C:10]([CH2:14][CH3:15])[C:11]=1[O:12][CH3:13])[C:6]([OH:8])=O)[CH3:2].C(Cl)(=O)C(Cl)=O.[Sn].[Cl-].[CH2:24]([C:31]1[O:32][C:33]([CH3:37])=[C:34]([CH3:36])[CH:35]=1)[C:25]1[CH:30]=[CH:29][CH:28]=[CH:27][CH:26]=1, predict the reaction product. The product is: [CH2:24]([C:31]1[O:32][C:33]([CH3:37])=[C:34]([CH3:36])[C:35]=1[C:6]([C:5]1[CH:9]=[C:10]([CH2:14][CH3:15])[C:11]([O:12][CH3:13])=[C:3]([CH2:1][CH3:2])[CH:4]=1)=[O:8])[C:25]1[CH:26]=[CH:27][CH:28]=[CH:29][CH:30]=1.